This data is from NCI-60 drug combinations with 297,098 pairs across 59 cell lines. The task is: Regression. Given two drug SMILES strings and cell line genomic features, predict the synergy score measuring deviation from expected non-interaction effect. (1) Drug 1: CCC1(CC2CC(C3=C(CCN(C2)C1)C4=CC=CC=C4N3)(C5=C(C=C6C(=C5)C78CCN9C7C(C=CC9)(C(C(C8N6C=O)(C(=O)OC)O)OC(=O)C)CC)OC)C(=O)OC)O.OS(=O)(=O)O. Drug 2: C1C(C(OC1N2C=NC3=C(N=C(N=C32)Cl)N)CO)O. Cell line: PC-3. Synergy scores: CSS=18.2, Synergy_ZIP=-7.73, Synergy_Bliss=-2.44, Synergy_Loewe=-13.0, Synergy_HSA=0.762. (2) Drug 1: CC1CCC2CC(C(=CC=CC=CC(CC(C(=O)C(C(C(=CC(C(=O)CC(OC(=O)C3CCCCN3C(=O)C(=O)C1(O2)O)C(C)CC4CCC(C(C4)OC)OCCO)C)C)O)OC)C)C)C)OC. Drug 2: CN1C2=C(C=C(C=C2)N(CCCl)CCCl)N=C1CCCC(=O)O.Cl. Cell line: HT29. Synergy scores: CSS=4.17, Synergy_ZIP=-1.72, Synergy_Bliss=3.86, Synergy_Loewe=-9.88, Synergy_HSA=0.798. (3) Drug 2: CCN(CC)CCNC(=O)C1=C(NC(=C1C)C=C2C3=C(C=CC(=C3)F)NC2=O)C. Synergy scores: CSS=-0.278, Synergy_ZIP=1.67, Synergy_Bliss=2.86, Synergy_Loewe=0.885, Synergy_HSA=-0.625. Drug 1: COC1=NC(=NC2=C1N=CN2C3C(C(C(O3)CO)O)O)N. Cell line: HCC-2998. (4) Drug 1: CN1CCC(CC1)COC2=C(C=C3C(=C2)N=CN=C3NC4=C(C=C(C=C4)Br)F)OC. Drug 2: CC(C1=C(C=CC(=C1Cl)F)Cl)OC2=C(N=CC(=C2)C3=CN(N=C3)C4CCNCC4)N. Cell line: HL-60(TB). Synergy scores: CSS=9.05, Synergy_ZIP=-1.92, Synergy_Bliss=5.15, Synergy_Loewe=-14.1, Synergy_HSA=-2.40. (5) Drug 1: CN(CC1=CN=C2C(=N1)C(=NC(=N2)N)N)C3=CC=C(C=C3)C(=O)NC(CCC(=O)O)C(=O)O. Drug 2: CC1C(C(CC(O1)OC2CC(CC3=C2C(=C4C(=C3O)C(=O)C5=C(C4=O)C(=CC=C5)OC)O)(C(=O)CO)O)N)O.Cl. Cell line: CCRF-CEM. Synergy scores: CSS=54.3, Synergy_ZIP=-14.8, Synergy_Bliss=-28.2, Synergy_Loewe=8.82, Synergy_HSA=-19.7. (6) Drug 1: CCCCCOC(=O)NC1=NC(=O)N(C=C1F)C2C(C(C(O2)C)O)O. Drug 2: CC1CCCC2(C(O2)CC(NC(=O)CC(C(C(=O)C(C1O)C)(C)C)O)C(=CC3=CSC(=N3)C)C)C. Cell line: OVCAR3. Synergy scores: CSS=41.3, Synergy_ZIP=2.00, Synergy_Bliss=-1.31, Synergy_Loewe=-11.6, Synergy_HSA=-1.63.